Dataset: Full USPTO retrosynthesis dataset with 1.9M reactions from patents (1976-2016). Task: Predict the reactants needed to synthesize the given product. (1) Given the product [CH3:1][O:2][C:3]1[CH:4]=[C:5]2[C:10](=[CH:11][C:12]=1[O:13][CH3:14])[N:9]=[CH:8][CH:7]=[C:6]2[O:15][C:16]1[CH:17]=[C:18]2[C:23](=[CH:24][CH:25]=1)[CH:22]=[C:21]([NH:26][C:36]([NH:38][CH:39]1[CH2:33][CH2:32][N:29]([CH3:28])[CH2:30][CH2:31]1)=[O:37])[CH:20]=[CH:19]2, predict the reactants needed to synthesize it. The reactants are: [CH3:1][O:2][C:3]1[CH:4]=[C:5]2[C:10](=[CH:11][C:12]=1[O:13][CH3:14])[N:9]=[CH:8][CH:7]=[C:6]2[O:15][C:16]1[CH:17]=[C:18]2[C:23](=[CH:24][CH:25]=1)[CH:22]=[C:21]([NH2:26])[CH:20]=[CH:19]2.C[CH2:28][N:29]([CH2:32][CH3:33])[CH2:30][CH3:31].C1[C:39](=O)[N:38](OC(O[N:38]2[C:39](=O)CC[C:36]2=[O:37])=O)[C:36](=[O:37])C1.CN1CCC(N)CC1. (2) The reactants are: [CH3:1][O:2][C:3](=[O:14])[C:4]1[CH:9]=[C:8]([N+:10]([O-:12])=[O:11])[CH:7]=[C:6](I)[CH:5]=1.[B:15]1([B:15]2[O:19][C:18]([CH3:21])([CH3:20])[C:17]([CH3:23])([CH3:22])[O:16]2)[O:19][C:18]([CH3:21])([CH3:20])[C:17]([CH3:23])([CH3:22])[O:16]1.CC([O-])=O.[K+]. Given the product [CH3:1][O:2][C:3](=[O:14])[C:4]1[CH:5]=[C:6]([B:15]2[O:19][C:18]([CH3:21])([CH3:20])[C:17]([CH3:23])([CH3:22])[O:16]2)[CH:7]=[C:8]([N+:10]([O-:12])=[O:11])[CH:9]=1, predict the reactants needed to synthesize it. (3) Given the product [CH2:1]([O:8][NH:9][C@H:10]1[CH2:15][N:14]([C:16]([O:18][C:19]([CH3:21])([CH3:22])[CH3:20])=[O:17])[C@H:13]([C:23]([O:25][C:28]2[C:27]([Cl:26])=[CH:32][C:31]([Cl:33])=[CH:30][C:29]=2[Cl:34])=[O:24])[CH2:12][CH2:11]1)[C:2]1[CH:3]=[CH:4][CH:5]=[CH:6][CH:7]=1, predict the reactants needed to synthesize it. The reactants are: [CH2:1]([O:8][NH:9][C@H:10]1[CH2:15][N:14]([C:16]([O:18][C:19]([CH3:22])([CH3:21])[CH3:20])=[O:17])[C@H:13]([C:23]([OH:25])=[O:24])[CH2:12][CH2:11]1)[C:2]1[CH:7]=[CH:6][CH:5]=[CH:4][CH:3]=1.[Cl:26][C:27]1[CH:32]=[C:31]([Cl:33])[CH:30]=[C:29]([Cl:34])[C:28]=1O.Cl.C(N=C=NCCCN(C)C)C. (4) The reactants are: Cl[C:2]1[CH:7]=[C:6]([C:8]#[N:9])[CH:5]=[CH:4][N:3]=1.C(=O)(O)[O-].[Na+].[N:15]1C=CC=CC=1. Given the product [NH2:15][C:2]1[CH:7]=[C:6]([CH:5]=[CH:4][N:3]=1)[C:8]#[N:9], predict the reactants needed to synthesize it. (5) The reactants are: [CH3:1][CH:2]1[C:7](=O)[CH2:6][CH2:5][N:4]([C:9]([O:11][C:12]([CH3:15])([CH3:14])[CH3:13])=[O:10])[CH2:3]1.N1CCCC1.O.[C:22]([NH2:26])(=[O:25])[C:23]#[CH:24]. Given the product [CH3:1][CH:2]1[C:7]2[NH:26][C:22](=[O:25])[CH:23]=[CH:24][C:6]=2[CH2:5][N:4]([C:9]([O:11][C:12]([CH3:15])([CH3:14])[CH3:13])=[O:10])[CH2:3]1, predict the reactants needed to synthesize it. (6) Given the product [CH3:1][N:2]1[CH:6]=[C:5]([S:7](=[O:15])(=[O:16])[NH:8][C@@H:9]([CH3:14])[C:10]([F:13])([F:11])[F:12])[CH:4]=[C:3]1[C:17]([OH:19])=[O:18], predict the reactants needed to synthesize it. The reactants are: [CH3:1][N:2]1[CH:6]=[C:5]([S:7](=[O:16])(=[O:15])[NH:8][C@@H:9]([CH3:14])[C:10]([F:13])([F:12])[F:11])[CH:4]=[C:3]1[C:17]([O:19]C)=[O:18].[OH-].[Li+].CO. (7) Given the product [F:1][C:2]1[CH:3]=[CH:4][C:5]([C:8]2[NH:42][C:39]3[C:40]([C:9]=2[CH2:10][CH2:11][CH2:12][N:13]2[CH2:18][CH2:17][CH:16]([C:19]4[CH:20]=[C:21]([NH:25][C:26](=[O:30])[CH:27]([CH3:29])[CH3:28])[CH:22]=[CH:23][CH:24]=4)[CH2:15][CH2:14]2)=[CH:41][C:36]([O:35][C:34]([F:33])([F:44])[F:45])=[CH:37][CH:38]=3)=[CH:6][CH:7]=1, predict the reactants needed to synthesize it. The reactants are: [F:1][C:2]1[CH:7]=[CH:6][C:5]([C:8](=O)[CH2:9][CH2:10][CH2:11][CH2:12][N:13]2[CH2:18][CH2:17][CH:16]([C:19]3[CH:20]=[C:21]([NH:25][C:26](=[O:30])[CH:27]([CH3:29])[CH3:28])[CH:22]=[CH:23][CH:24]=3)[CH2:15][CH2:14]2)=[CH:4][CH:3]=1.Cl.[F:33][C:34]([F:45])([F:44])[O:35][C:36]1[CH:41]=[CH:40][C:39]([NH:42]N)=[CH:38][CH:37]=1.